This data is from HIV replication inhibition screening data with 41,000+ compounds from the AIDS Antiviral Screen. The task is: Binary Classification. Given a drug SMILES string, predict its activity (active/inactive) in a high-throughput screening assay against a specified biological target. (1) The molecule is CC(CCn1[nH]c(=O)ccc1=O)=NNC(=N)N. The result is 0 (inactive). (2) The compound is Cc1c(C=NNC(=S)Nc2cccc(Cl)c2)c(=O)n(-c2ccccc2)n1C. The result is 0 (inactive). (3) The compound is Cc1c(C=C2CCC(=Cc3[nH]c(C(=O)OC(C)(C)C)c(C)c3C)C2=O)[nH]c(C(=O)OC(C)(C)C)c1C. The result is 0 (inactive).